This data is from Forward reaction prediction with 1.9M reactions from USPTO patents (1976-2016). The task is: Predict the product of the given reaction. (1) Given the reactants [NH2:1][C:2]1[CH:3]=[CH:4][CH:5]=[C:6]2[C:11]=1[NH:10][CH2:9][CH2:8][CH2:7]2.[C:12](O[C:12]([O:14][C:15]([CH3:18])([CH3:17])[CH3:16])=[O:13])([O:14][C:15]([CH3:18])([CH3:17])[CH3:16])=[O:13], predict the reaction product. The product is: [C:15]([O:14][C:12]([NH:1][C:2]1[CH:3]=[CH:4][CH:5]=[C:6]2[C:11]=1[NH:10][CH2:9][CH2:8][CH2:7]2)=[O:13])([CH3:18])([CH3:17])[CH3:16]. (2) Given the reactants CI.[CH3:3][O:4][C:5](=[O:16])[C:6]1[C:7](=[CH:9][CH:10]=[C:11]([C:13](=[O:15])[CH3:14])[CH:12]=1)[OH:8].[C:17](=O)([O-])[O-].[Na+].[Na+].Cl, predict the reaction product. The product is: [CH3:3][O:4][C:5](=[O:16])[C:6]1[CH:12]=[C:11]([C:13](=[O:15])[CH3:14])[CH:10]=[CH:9][C:7]=1[O:8][CH3:17].